From a dataset of Reaction yield outcomes from USPTO patents with 853,638 reactions. Predict the reaction yield, written as a fraction of the theoretical maximum amount of product (1.0 means a 100% yield; for example, 0.34 means a 34% yield). (1) The reactants are Cl.C([NH:5][CH2:6][CH2:7][N:8]([CH2:21][CH2:22][C:23]12[CH2:32][CH:27]3[CH2:28][CH:29]([CH2:31][CH:25]([CH2:26]3)[CH2:24]1)[CH2:30]2)[C:9]([NH:11][CH2:12][CH2:13][CH2:14][C:15]1[CH:20]=[CH:19][N:18]=[CH:17][CH:16]=1)=[O:10])(=O)C.[OH-].[Na+].C(Cl)(Cl)Cl. The catalyst is CO.O. The product is [C:23]12([CH2:22][CH2:21][N:8]([CH2:7][CH2:6][NH2:5])[C:9]([NH:11][CH2:12][CH2:13][CH2:14][C:15]3[CH:20]=[CH:19][N:18]=[CH:17][CH:16]=3)=[O:10])[CH2:30][CH:29]3[CH2:28][CH:27]([CH2:26][CH:25]([CH2:31]3)[CH2:24]1)[CH2:32]2. The yield is 0.217. (2) The reactants are [NH2:1][C:2]1[CH:7]=[CH:6][C:5]([CH2:8][C:9]([O:11][C:12]([CH3:15])([CH3:14])[CH3:13])=[O:10])=[CH:4][C:3]=1[O:16][CH3:17].[C:18]1([CH3:27])[C:19]([N:24]=[C:25]=[O:26])=[CH:20][CH:21]=[CH:22][CH:23]=1. The catalyst is C(Cl)Cl. The yield is 0.970. The product is [CH3:17][O:16][C:3]1[CH:4]=[C:5]([CH2:8][C:9]([O:11][C:12]([CH3:14])([CH3:13])[CH3:15])=[O:10])[CH:6]=[CH:7][C:2]=1[NH:1][C:25]([NH:24][C:19]1[CH:20]=[CH:21][CH:22]=[CH:23][C:18]=1[CH3:27])=[O:26]. (3) The reactants are [I:1][C:2]1[CH:3]=[C:4]([CH2:12][OH:13])[CH:5]=[CH:6][C:7]=1[C:8]([F:11])([F:10])[F:9]. The catalyst is C(Cl)(Cl)Cl.[O-2].[O-2].[Mn+4]. The product is [I:1][C:2]1[CH:3]=[C:4]([CH:5]=[CH:6][C:7]=1[C:8]([F:9])([F:10])[F:11])[CH:12]=[O:13]. The yield is 0.420. (4) The reactants are [CH2:1]([O:8][C:9]1[CH:10]=[C:11]2[C:16](=[CH:17][CH:18]=1)[C:15](=[O:19])[N:14]([CH2:20][CH:21]([CH3:23])[CH3:22])[C:13]([C:24]([O:26][CH3:27])=[O:25])=[C:12]2OS(C(F)(F)F)(=O)=O)[C:2]1[CH:7]=[CH:6][CH:5]=[CH:4][CH:3]=1.[F:36][C:37]1[CH:42]=[CH:41][C:40](B(O)O)=[CH:39][CH:38]=1.C(=O)([O-])[O-].[Na+].[Na+]. The catalyst is C1(C)C=CC=CC=1.CO.O.C1C=CC([P]([Pd]([P](C2C=CC=CC=2)(C2C=CC=CC=2)C2C=CC=CC=2)([P](C2C=CC=CC=2)(C2C=CC=CC=2)C2C=CC=CC=2)[P](C2C=CC=CC=2)(C2C=CC=CC=2)C2C=CC=CC=2)(C2C=CC=CC=2)C2C=CC=CC=2)=CC=1. The product is [CH2:1]([O:8][C:9]1[CH:10]=[C:11]2[C:16](=[CH:17][CH:18]=1)[C:15](=[O:19])[N:14]([CH2:20][CH:21]([CH3:23])[CH3:22])[C:13]([C:24]([O:26][CH3:27])=[O:25])=[C:12]2[C:40]1[CH:41]=[CH:42][C:37]([F:36])=[CH:38][CH:39]=1)[C:2]1[CH:3]=[CH:4][CH:5]=[CH:6][CH:7]=1. The yield is 0.749. (5) The reactants are [CH3:1][O:2][C:3]1[CH:4]=[CH:5][C:6]2[S:10][CH:9]=[N:8][C:7]=2[C:11]=1[N+:12]([O-])=O.[H][H]. The catalyst is CO.[Pd]. The product is [CH3:1][O:2][C:3]1[C:11]([NH2:12])=[C:7]2[N:8]=[CH:9][S:10][C:6]2=[CH:5][CH:4]=1. The yield is 0.400. (6) The reactants are [CH3:1][N:2]1[CH2:7][CH2:6][NH:5][CH2:4][CH2:3]1.[O:8]1[C:12]2[CH:13]=[CH:14][CH:15]=[CH:16][C:11]=2[NH:10][C:9]1=[C:17]([C:36]#[N:37])[C:18]1[C:23]([CH3:24])=[CH:22][N:21]=[C:20]([NH:25][CH2:26][C:27]2[CH:35]=[CH:34][C:30]([C:31](O)=[O:32])=[CH:29][CH:28]=2)[N:19]=1.CCN=C=NCCCN(C)C.Cl.C1C=CC2N(O)N=NC=2C=1.CCN(C(C)C)C(C)C. The catalyst is C(Cl)Cl. The product is [O:8]1[C:12]2[CH:13]=[CH:14][CH:15]=[CH:16][C:11]=2[NH:10][C:9]1=[C:17]([C:18]1[C:23]([CH3:24])=[CH:22][N:21]=[C:20]([NH:25][CH2:26][C:27]2[CH:28]=[CH:29][C:30]([C:31]([N:5]3[CH2:6][CH2:7][N:2]([CH3:1])[CH2:3][CH2:4]3)=[O:32])=[CH:34][CH:35]=2)[N:19]=1)[C:36]#[N:37]. The yield is 0.210. (7) The reactants are CC1(C)N([O])C(C)(C)CCC1.[C:12]([OH:15])(=[O:14])[CH3:13].[C:12]([OH:15])(=[O:14])[CH3:13].IC1C=CC=CC=1.[CH3:27][C:28]1([CH2:32][CH2:33][CH2:34][CH2:35][CH2:36][CH2:37][CH2:38]CCO)[CH2:31][O:30][CH2:29]1.C(O)(=O)CC(CC(O)=O)(C(O)=O)O. The catalyst is C(#N)C.O. The product is [CH3:27][C:28]1([CH2:32][CH2:33][CH2:34][CH2:35][CH2:36][CH2:37][CH2:38][CH2:13][C:12]([OH:15])=[O:14])[CH2:29][O:30][CH2:31]1. The yield is 1.00. (8) The reactants are Br[C:2]1[CH:3]=[C:4](CN)[CH:5]=[CH:6][CH:7]=1.[B:10]1([B:10]2[O:14][C:13]([CH3:16])([CH3:15])[C:12]([CH3:18])([CH3:17])[O:11]2)[O:14][C:13]([CH3:16])([CH3:15])[C:12]([CH3:18])([CH3:17])[O:11]1.C([O-])(=O)C.[K+].[CH3:33][N:34](C)C=O. The catalyst is C1(P([C-]2C=CC=C2)C2C=CC=CC=2)C=CC=CC=1.[CH-]1C=CC=C1.[Fe+2].[Pd](Cl)Cl. The product is [CH3:33][NH:34][C:4]1[CH:5]=[CH:6][CH:7]=[C:2]([B:10]2[O:14][C:13]([CH3:16])([CH3:15])[C:12]([CH3:18])([CH3:17])[O:11]2)[CH:3]=1. The yield is 0.730. (9) The reactants are C([O:8][C:9]1[C:18]2[C:13](=[C:14]([CH3:21])[C:15]([O:19][CH3:20])=[CH:16][CH:17]=2)[N:12]=[C:11](Cl)[CH:10]=1)C1C=CC=CC=1.[CH:23]([C:26]1[CH:30]=[CH:29][NH:28][N:27]=1)([CH3:25])[CH3:24]. No catalyst specified. The product is [OH:8][C:9]1[C:18]2[C:13](=[C:14]([CH3:21])[C:15]([O:19][CH3:20])=[CH:16][CH:17]=2)[N:12]=[C:11]([N:28]2[CH:29]=[CH:30][C:26]([CH:23]([CH3:25])[CH3:24])=[N:27]2)[CH:10]=1. The yield is 0.950. (10) The reactants are O=P(Cl)(Cl)Cl.CN([CH:9]=[O:10])C.[CH3:11][O:12][C:13]1[CH:14]=[C:15]2[C:19](=[CH:20][CH:21]=1)[NH:18][C:17]([CH2:22][N:23]([CH3:25])[CH3:24])=[CH:16]2. No catalyst specified. The product is [CH3:25][N:23]([CH2:22][C:17]1[NH:18][C:19]2[C:15]([C:16]=1[CH:9]=[O:10])=[CH:14][C:13]([O:12][CH3:11])=[CH:21][CH:20]=2)[CH3:24]. The yield is 0.950.